Dataset: Forward reaction prediction with 1.9M reactions from USPTO patents (1976-2016). Task: Predict the product of the given reaction. (1) Given the reactants [CH2:1]([O:3][C:4](=[O:25])[C:5]1[CH:10]=[CH:9][CH:8]=[C:7]([N:11]2[C:15]([CH3:16])=[CH:14][CH:13]=[C:12]2[C:17]2[CH:22]=[C:21]([Cl:23])[CH:20]=[CH:19][C:18]=2[OH:24])[CH:6]=1)[CH3:2].C(=O)([O-])[O-].[K+].[K+].[O:32]1[CH2:37][CH2:36][CH:35]([CH2:38]OS(C2C=CC(C)=CC=2)(=O)=O)[CH2:34][CH2:33]1, predict the reaction product. The product is: [CH2:1]([O:3][C:4](=[O:25])[C:5]1[CH:10]=[CH:9][CH:8]=[C:7]([N:11]2[C:15]([CH3:16])=[CH:14][CH:13]=[C:12]2[C:17]2[CH:22]=[C:21]([Cl:23])[CH:20]=[CH:19][C:18]=2[O:24][CH2:38][CH:35]2[CH2:36][CH2:37][O:32][CH2:33][CH2:34]2)[CH:6]=1)[CH3:2]. (2) Given the reactants [NH2:1][C:2]1[N:7]=[CH:6][N:5]=[C:4]2[N:8]([C@@H:12]3[CH2:16][CH2:15][N:14]([C:17](=[O:27])/[CH:18]=[CH:19]/[CH2:20][N:21]([CH:23]4[CH2:26][CH2:25][CH2:24]4)[CH3:22])[CH2:13]3)[N:9]=[C:10](I)[C:3]=12.[Cl:28][C:29]1[CH:34]=[CH:33][C:32](B(O)O)=[CH:31][CH:30]=1, predict the reaction product. The product is: [NH2:1][C:2]1[N:7]=[CH:6][N:5]=[C:4]2[N:8]([C@@H:12]3[CH2:16][CH2:15][N:14]([C:17](=[O:27])/[CH:18]=[CH:19]/[CH2:20][N:21]([CH:23]4[CH2:26][CH2:25][CH2:24]4)[CH3:22])[CH2:13]3)[N:9]=[C:10]([C:32]3[CH:33]=[CH:34][C:29]([Cl:28])=[CH:30][CH:31]=3)[C:3]=12. (3) Given the reactants [O:1]1[C:5]2([CH2:10][CH2:9][C:8](C3C4C(=CC=CC=4)C(=O)N3C)=[CH:7][CH2:6]2)[O:4][CH2:3][CH2:2]1.Br[C:23]1[CH:31]=[CH:30][C:29]([N+:32]([O-:34])=[O:33])=[C:28]2[C:24]=1[CH2:25][N:26]([CH3:36])[C:27]2=[O:35].O1C2(CCC(B3OC(C)(C)C(C)(C)O3)=CC2)OCC1, predict the reaction product. The product is: [O:1]1[C:5]2([CH2:10][CH2:9][C:8]([C:23]3[CH:31]=[CH:30][C:29]([N+:32]([O-:34])=[O:33])=[C:28]4[C:24]=3[CH2:25][N:26]([CH3:36])[C:27]4=[O:35])=[CH:7][CH2:6]2)[O:4][CH2:3][CH2:2]1. (4) Given the reactants [F:1][C:2]1[CH:3]=[C:4]([CH:25]=[CH:26][CH:27]=1)[CH2:5][NH:6][C:7]([C:9]1[C:10](/[CH:22]=[CH:23]/[CH3:24])=[N:11][C:12]([N:16]2[CH2:21][CH2:20][O:19][CH2:18][CH2:17]2)=[CH:13][C:14]=1[CH3:15])=[O:8], predict the reaction product. The product is: [F:1][C:2]1[CH:3]=[C:4]([CH2:5][NH:6][C:7]([C:9]2[C:10]([CH2:22][CH2:23][CH3:24])=[N:11][C:12]([N:16]3[CH2:21][CH2:20][O:19][CH2:18][CH2:17]3)=[CH:13][C:14]=2[CH3:15])=[O:8])[CH:25]=[CH:26][CH:27]=1. (5) Given the reactants [CH2:1]([C:3]1[N:4]=[C:5]([CH2:32][CH2:33][CH3:34])[N:6]([CH2:17][C:18]2[CH:23]=[CH:22][C:21]([C:24]3[C:25]([C:30]#[N:31])=[CH:26][CH:27]=[CH:28][CH:29]=3)=[CH:20][CH:19]=2)[C:7](=[O:16])[C:8]=1[C:9]1[CH:14]=[CH:13][C:12]([OH:15])=[CH:11][CH:10]=1)[CH3:2].I[CH2:36][C:37]([CH3:40])([CH3:39])[CH3:38].C(=O)([O-])[O-].[Cs+].[Cs+].CN(C)C=O, predict the reaction product. The product is: [CH3:36][C:37]([CH3:40])([CH3:39])[CH2:38][O:15][C:12]1[CH:11]=[CH:10][C:9]([C:8]2[C:7](=[O:16])[N:6]([CH2:17][C:18]3[CH:23]=[CH:22][C:21]([C:24]4[C:25]([C:30]#[N:31])=[CH:26][CH:27]=[CH:28][CH:29]=4)=[CH:20][CH:19]=3)[C:5]([CH2:32][CH2:33][CH3:34])=[N:4][C:3]=2[CH2:1][CH3:2])=[CH:14][CH:13]=1. (6) Given the reactants [F:1][CH:2]([F:28])[C:3]1[N:7]([C:8]2[CH:13]=[C:12]([N:14]3[CH2:19][CH2:18][O:17][CH2:16][CH2:15]3)[N:11]=[C:10](S(C)(=O)=O)[N:9]=2)[C:6]2[CH:24]=[CH:25][CH:26]=[CH:27][C:5]=2[N:4]=1.[NH2:29][C@H:30]1[CH2:34][CH2:33][N:32]([C:35]([O:37][C:38]([CH3:41])([CH3:40])[CH3:39])=[O:36])[CH2:31]1.C(=O)([O-])[O-].[K+].[K+].CN(C)C(=O)C, predict the reaction product. The product is: [F:1][CH:2]([F:28])[C:3]1[N:7]([C:8]2[CH:13]=[C:12]([N:14]3[CH2:19][CH2:18][O:17][CH2:16][CH2:15]3)[N:11]=[C:10]([NH:29][C@H:30]3[CH2:34][CH2:33][N:32]([C:35]([O:37][C:38]([CH3:41])([CH3:40])[CH3:39])=[O:36])[CH2:31]3)[N:9]=2)[C:6]2[CH:24]=[CH:25][CH:26]=[CH:27][C:5]=2[N:4]=1. (7) Given the reactants [NH2:1][C:2]1[C:11]([O:12][CH3:13])=[CH:10][CH:9]=[C:8]2[C:3]=1[CH:4]=[CH:5][N:6]([C@H:15]([CH3:19])[C:16]([NH2:18])=[O:17])[C:7]2=[O:14].[F:20][C:21]([F:33])([F:32])[C:22]1[CH:27]=[CH:26][C:25]([CH2:28][C:29](O)=[O:30])=[CH:24][CH:23]=1.C(N(CC)C(C)C)(C)C.CN(C)C=O, predict the reaction product. The product is: [CH3:13][O:12][C:11]1[C:2]([NH:1][C:29](=[O:30])[CH2:28][C:25]2[CH:24]=[CH:23][C:22]([C:21]([F:32])([F:20])[F:33])=[CH:27][CH:26]=2)=[C:3]2[C:8](=[CH:9][CH:10]=1)[C:7](=[O:14])[N:6]([C@H:15]([CH3:19])[C:16]([NH2:18])=[O:17])[CH:5]=[CH:4]2. (8) Given the reactants [C:1]1([C:7]([C:9]2[CH:14]=[CH:13][C:12](B3OC(C)(C)C(C)(C)O3)=[CH:11][CH:10]=2)=[O:8])[CH:6]=[CH:5][CH:4]=[CH:3][CH:2]=1.I[C:25]1[C:33]2[C:28](=[N:29][CH:30]=[N:31][C:32]=2[NH2:34])[N:27]([C@H:35]2[CH2:40][CH2:39][C@@H:38]([N:41]3[CH2:46][CH2:45][N:44]([CH3:47])[CH2:43][CH2:42]3)[CH2:37][CH2:36]2)[N:26]=1.C(=O)([O-])[O-].[Na+].[Na+].C(O)(=O)/C=C\C(O)=O, predict the reaction product. The product is: [NH2:34][C:32]1[N:31]=[CH:30][N:29]=[C:28]2[N:27]([C@H:35]3[CH2:40][CH2:39][C@@H:38]([N:41]4[CH2:42][CH2:43][N:44]([CH3:47])[CH2:45][CH2:46]4)[CH2:37][CH2:36]3)[N:26]=[C:25]([C:12]3[CH:11]=[CH:10][C:9]([C:7]([C:1]4[CH:2]=[CH:3][CH:4]=[CH:5][CH:6]=4)=[O:8])=[CH:14][CH:13]=3)[C:33]=12. (9) Given the reactants [CH2:1]([N:3]([CH2:33][CH3:34])[CH2:4][CH2:5][NH:6][C:7]([C:9]1[CH:14]=[CH:13][CH:12]=[CH:11][C:10]=1[S:15]([NH:18][C:19]1[CH:28]=[CH:27][C:26]2[C:21](=[CH:22][CH:23]=[CH:24][CH:25]=2)[C:20]=1[C:29]([O:31]C)=[O:30])(=[O:17])=[O:16])=[O:8])[CH3:2].O.O.[OH-].[Li+].Cl, predict the reaction product. The product is: [CH2:33]([N:3]([CH2:1][CH3:2])[CH2:4][CH2:5][NH:6][C:7]([C:9]1[CH:14]=[CH:13][CH:12]=[CH:11][C:10]=1[S:15]([NH:18][C:19]1[CH:28]=[CH:27][C:26]2[C:21](=[CH:22][CH:23]=[CH:24][CH:25]=2)[C:20]=1[C:29]([OH:31])=[O:30])(=[O:17])=[O:16])=[O:8])[CH3:34].